This data is from Forward reaction prediction with 1.9M reactions from USPTO patents (1976-2016). The task is: Predict the product of the given reaction. (1) The product is: [C:1]([O:6][CH2:7][C:8]([OH:19])([CH3:20])[C:9]([F:17])([F:18])[CH:10]([OH:15])[C:11]([F:14])([F:13])[F:12])(=[O:5])[C:2]([CH3:4])=[CH2:3]. Given the reactants [C:1]([O:6][CH2:7][C:8]([CH3:20])([OH:19])[C:9]([F:18])([F:17])[C:10](O)([OH:15])[C:11]([F:14])([F:13])[F:12])(=[O:5])[C:2]([CH3:4])=[CH2:3].Cl, predict the reaction product. (2) Given the reactants [C:1]([O:5][C@@H:6]([C:11]1[C:12]([CH3:31])=[N:13][C:14]2[N:15]([N:18]=[C:19]([C:21]3[CH:30]=[CH:29][C:28]4[CH2:27][CH2:26][CH2:25][CH2:24][C:23]=4[CH:22]=3)[CH:20]=2)[C:16]=1Cl)[C:7]([O:9][CH3:10])=[O:8])([CH3:4])([CH3:3])[CH3:2].[F:32][C:33]1[CH:34]=[C:35](B2OC(C)(C)C(C)(C)O2)[C:36]([CH3:43])=[C:37]2[C:42]=1[O:41][CH2:40][CH2:39][CH2:38]2.C([O-])([O-])=O.[Na+].[Na+], predict the reaction product. The product is: [C:1]([O:5][C@@H:6]([C:11]1[C:12]([CH3:31])=[N:13][C:14]2[N:15]([N:18]=[C:19]([C:21]3[CH:30]=[CH:29][C:28]4[CH2:27][CH2:26][CH2:25][CH2:24][C:23]=4[CH:22]=3)[CH:20]=2)[C:16]=1[C:35]1[C:36]([CH3:43])=[C:37]2[C:42](=[C:33]([F:32])[CH:34]=1)[O:41][CH2:40][CH2:39][CH2:38]2)[C:7]([O:9][CH3:10])=[O:8])([CH3:4])([CH3:3])[CH3:2]. (3) Given the reactants [CH3:1][N:2]([C:10]1[CH:15]=[CH:14][C:13]([C:16]([OH:25])([C:21]([F:24])([F:23])[F:22])[C:17]([F:20])([F:19])[F:18])=[CH:12][CH:11]=1)[C@H:3]([C:5](OCC)=[O:6])[CH3:4].CN(C1C=CC(C(O)(C(F)(F)F)C(F)(F)F)=CC=1)CC(OCC)=O, predict the reaction product. The product is: [CH3:1][N:2]([C:10]1[CH:15]=[CH:14][C:13]([C:16]([OH:25])([C:17]([F:20])([F:18])[F:19])[C:21]([F:23])([F:24])[F:22])=[CH:12][CH:11]=1)[CH:3]([CH3:4])[CH2:5][OH:6]. (4) Given the reactants [NH2:1][C:2]1[N:3]=[CH:4][C:5]([C:18]2[CH:47]=[CH:46][C:21]([CH2:22][N:23]([CH3:45])[CH:24]3[CH2:29][CH2:28][N:27](C(OC(C)(C)C)=O)[C@@H:26]([C:37]([O:39][CH:40]4[CH2:44][CH2:43][CH2:42][CH2:41]4)=[O:38])[CH2:25]3)=[CH:20][CH:19]=2)=[N:6][C:7]=1[NH:8][CH2:9][C:10]1[C:15]([Cl:16])=[CH:14][CH:13]=[CH:12][C:11]=1[Cl:17], predict the reaction product. The product is: [NH2:1][C:2]1[N:3]=[CH:4][C:5]([C:18]2[CH:19]=[CH:20][C:21]([CH2:22][N:23]([CH3:45])[CH:24]3[CH2:29][CH2:28][NH:27][C@@H:26]([C:37]([O:39][CH:40]4[CH2:41][CH2:42][CH2:43][CH2:44]4)=[O:38])[CH2:25]3)=[CH:46][CH:47]=2)=[N:6][C:7]=1[NH:8][CH2:9][C:10]1[C:15]([Cl:16])=[CH:14][CH:13]=[CH:12][C:11]=1[Cl:17]. (5) Given the reactants [CH3:1][N:2]([CH3:30])[C@@H:3]1[CH2:7][CH2:6][N:5]([C:8]2[N:13]3[CH:14]=[C:15]([CH2:17][N:18]([CH3:29])[C@@H:19]4[C:28]5[N:27]=[CH:26][CH:25]=[CH:24][C:23]=5[CH2:22][CH2:21][CH2:20]4)[N:16]=[C:12]3[CH:11]=[CH:10][CH:9]=2)[CH2:4]1.CN(C)[C@@H]1CCN(C2N3C=C(CN([C@H](C4C=C[C:64]([O:67]C)=CC=4)C)[C@@H]4C5N=CC=CC=5CCC4)N=C3C=CC=2)C1, predict the reaction product. The product is: [CH3:1][N:2]([CH3:30])[C@@H:3]1[CH2:7][CH2:6][N:5]([C:8]2[N:13]3[C:14]([CH2:64][OH:67])=[C:15]([CH2:17][N:18]([CH3:29])[C@@H:19]4[C:28]5[N:27]=[CH:26][CH:25]=[CH:24][C:23]=5[CH2:22][CH2:21][CH2:20]4)[N:16]=[C:12]3[CH:11]=[CH:10][CH:9]=2)[CH2:4]1.